Dataset: Forward reaction prediction with 1.9M reactions from USPTO patents (1976-2016). Task: Predict the product of the given reaction. Given the reactants [C:1]([O:5][CH:6]([C:10]1[C:19]([CH3:20])=[CH:18][C:17]2[C:12](=[CH:13][C:14]([CH:21]=[C:22]([CH3:24])[CH3:23])=[CH:15][CH:16]=2)[C:11]=1[C:25]1[CH:30]=[CH:29][C:28]([Cl:31])=[CH:27][CH:26]=1)[C:7]([OH:9])=[O:8])([CH3:4])([CH3:3])[CH3:2], predict the reaction product. The product is: [C:1]([O:5][CH:6]([C:10]1[C:19]([CH3:20])=[CH:18][C:17]2[C:12](=[CH:13][C:14]([CH2:21][CH:22]([CH3:23])[CH3:24])=[CH:15][CH:16]=2)[C:11]=1[C:25]1[CH:26]=[CH:27][C:28]([Cl:31])=[CH:29][CH:30]=1)[C:7]([OH:9])=[O:8])([CH3:3])([CH3:4])[CH3:2].